This data is from Full USPTO retrosynthesis dataset with 1.9M reactions from patents (1976-2016). The task is: Predict the reactants needed to synthesize the given product. (1) Given the product [Br:1][C:2]1[CH:3]=[CH:4][C:5]([CH2:8][O:9][CH3:13])=[N:6][CH:7]=1, predict the reactants needed to synthesize it. The reactants are: [Br:1][C:2]1[CH:3]=[CH:4][C:5]([CH2:8][OH:9])=[N:6][CH:7]=1.[H-].[Na+].I[CH3:13]. (2) Given the product [OH:1][CH2:2][CH:3]1[CH2:7][CH2:6][CH2:5][N:4]1[C:8]1[N:13]=[C:12]([NH:14][C:15]2[C:16]3[N:17]([CH:31]=[CH:32][N:33]=3)[N:18]=[C:19]([C:21]3[CH:22]=[C:23]([CH:28]=[CH:29][CH:30]=3)[C:24]([OH:26])=[O:25])[CH:20]=2)[CH:11]=[CH:10][CH:9]=1, predict the reactants needed to synthesize it. The reactants are: [OH:1][CH2:2][CH:3]1[CH2:7][CH2:6][CH2:5][N:4]1[C:8]1[N:13]=[C:12]([NH:14][C:15]2[C:16]3[N:17]([CH:31]=[CH:32][N:33]=3)[N:18]=[C:19]([C:21]3[CH:22]=[C:23]([CH:28]=[CH:29][CH:30]=3)[C:24]([O:26]C)=[O:25])[CH:20]=2)[CH:11]=[CH:10][CH:9]=1.[OH-].[Na+].